Dataset: Forward reaction prediction with 1.9M reactions from USPTO patents (1976-2016). Task: Predict the product of the given reaction. (1) Given the reactants [Br:1][C:2]1[CH:3]=[N:4][C:5]([NH2:11])=[C:6]([CH:10]=1)[C:7]([OH:9])=[O:8].Cl[CH2:13][CH:14]=O, predict the reaction product. The product is: [Br:1][C:2]1[CH:10]=[C:6]([C:7]([OH:9])=[O:8])[C:5]2[N:4]([CH:13]=[CH:14][N:11]=2)[CH:3]=1. (2) Given the reactants [C:1]([C:4]1[CH:5]([C:23]2[CH:30]=[CH:29][C:26]([C:27]#[N:28])=[CH:25][C:24]=2Br)[N:6]([CH3:22])[C:7](=[O:21])[N:8]([C:11]2[CH:16]=[CH:15][CH:14]=[C:13]([C:17]([F:20])([F:19])[F:18])[CH:12]=2)[C:9]=1[CH3:10])(=[O:3])[CH3:2].Cl[CH2:33]Cl.[C:35]([O-:38])(=[O:37])C.[Na+].[C]=O, predict the reaction product. The product is: [CH3:33][O:38][C:35](=[O:37])[C:24]1[CH:25]=[C:26]([C:27]#[N:28])[CH:29]=[CH:30][C:23]=1[CH:5]1[C:4]([C:1](=[O:3])[CH3:2])=[C:9]([CH3:10])[N:8]([C:11]2[CH:16]=[CH:15][CH:14]=[C:13]([C:17]([F:20])([F:18])[F:19])[CH:12]=2)[C:7](=[O:21])[N:6]1[CH3:22]. (3) The product is: [CH3:32][C:22]1[N:21]=[C:20]([N:17]2[CH2:16][CH2:15][C:14](=[CH:13][C:12]#[C:11][C:4]3[CH:5]=[C:6]([C:54](=[O:56])[CH3:50])[CH:7]=[CH:2][CH:3]=3)[CH2:19][CH2:18]2)[C:25]([N+:26]([O-:28])=[O:27])=[CH:24][CH:23]=1. Given the reactants F[C:2]1[CH:3]=[C:4]([C:11]#[C:12][CH:13]=[C:14]2[CH2:19][CH2:18][N:17]([C:20]3[C:25]([N+:26]([O-:28])=[O:27])=[CH:24][CH:23]=[CH:22][N:21]=3)[CH2:16][CH2:15]2)[CH:5]=[C:6](F)[C:7]=1OC.[N+]([C:32]1C(N2CCC(=CC#C)CC2)=NC=CC=1)([O-])=O.IC1C=[C:50]([C:54](=[O:56])C)C=CC=1.BrC1C=C(F)C(OC)=C(F)C=1, predict the reaction product.